Predict the reactants needed to synthesize the given product. From a dataset of Full USPTO retrosynthesis dataset with 1.9M reactions from patents (1976-2016). (1) The reactants are: Br[C:2]1[CH:3]=[N:4][CH:5]=[C:6]([O:8][CH3:9])[CH:7]=1.C([Mg]Cl)(C)C.CN(C)[CH:17]=[O:18]. Given the product [CH3:9][O:8][C:6]1[CH:5]=[N:4][CH:3]=[C:2]([CH:17]=[O:18])[CH:7]=1, predict the reactants needed to synthesize it. (2) Given the product [Si:25]([O:24][CH:9]1[CH:8]=[C:7]([C:50]2[CH:51]=[CH:52][C:46]([O:45][CH3:44])=[C:47]([CH:49]=2)[NH2:48])[C:13]2[CH:14]=[C:15]([O:22][CH3:23])[C:16]([O:20][CH3:21])=[C:17]([O:18][CH3:19])[C:12]=2[CH2:11][CH2:10]1)([C:38]([CH3:39])([CH3:40])[CH3:41])([C:26]1[CH:31]=[CH:30][CH:29]=[CH:28][CH:27]=1)[C:32]1[CH:37]=[CH:36][CH:35]=[CH:34][CH:33]=1, predict the reactants needed to synthesize it. The reactants are: FC(F)(F)S(O[C:7]1=[CH:8][CH:9]([O:24][Si:25]([C:38]([CH3:41])([CH3:40])[CH3:39])([C:32]2[CH:37]=[CH:36][CH:35]=[CH:34][CH:33]=2)[C:26]2[CH:31]=[CH:30][CH:29]=[CH:28][CH:27]=2)[CH2:10][CH2:11][C:12]2[C:17]([O:18][CH3:19])=[C:16]([O:20][CH3:21])[C:15]([O:22][CH3:23])=[CH:14][C:13]1=2)(=O)=O.[CH3:44][O:45][C:46]1[CH:52]=[CH:51][C:50](B2OC(C)(C)C(C)(C)O2)=[CH:49][C:47]=1[NH2:48].C([O-])([O-])=O.[K+].[K+]. (3) Given the product [Cl:1][C:2]1[CH:3]=[CH:4][C:5]([F:16])=[C:6]([C:8]2[N:9]=[CH:10][N:11]=[C:12]([OH:14])[CH:13]=2)[CH:7]=1, predict the reactants needed to synthesize it. The reactants are: [Cl:1][C:2]1[CH:3]=[CH:4][C:5]([F:16])=[C:6]([C:8]2[CH:13]=[C:12]([O:14]C)[N:11]=[CH:10][N:9]=2)[CH:7]=1.Br. (4) Given the product [Cl:1][C:2]1[CH:10]=[C:9]([C@H:11]([O:13][CH2:14][C:15]2([C:28]3[CH:33]=[CH:32][C:31]([F:34])=[CH:30][CH:29]=3)[CH2:20][CH2:19][N:18]([C:21]([O:23][C:24]([CH3:27])([CH3:26])[CH3:25])=[O:22])[CH2:17][CH2:16]2)[CH3:12])[C:8]2[C:4](=[CH:5][N:6]([CH2:35][O:36][CH2:37][CH2:38][Si:39]([CH3:42])([CH3:40])[CH3:41])[N:7]=2)[CH:3]=1, predict the reactants needed to synthesize it. The reactants are: [Cl:1][C:2]1[CH:10]=[C:9]([C:11]([O:13][CH2:14][C:15]2([C:28]3[CH:33]=[CH:32][C:31]([F:34])=[CH:30][CH:29]=3)[CH2:20][CH2:19][N:18]([C:21]([O:23][C:24]([CH3:27])([CH3:26])[CH3:25])=[O:22])[CH2:17][CH2:16]2)=[CH2:12])[C:8]2[C:4](=[CH:5][N:6]([CH2:35][O:36][CH2:37][CH2:38][Si:39]([CH3:42])([CH3:41])[CH3:40])[N:7]=2)[CH:3]=1.C(OCC)(=O)C.CCCCCC.